This data is from Forward reaction prediction with 1.9M reactions from USPTO patents (1976-2016). The task is: Predict the product of the given reaction. Given the reactants [C:1]([C:5]1[CH:6]=[C:7]([NH:11][C:12]([CH:14]2[CH2:23][C:22]3[CH:21]=[C:20]([O:24][C:25]4[CH:30]=[CH:29][N:28]=[C:27]([NH:31][C:32](=[O:42])[O:33][CH2:34][C@H:35]5[CH2:39][O:38]C(C)(C)[O:36]5)[CH:26]=4)[CH:19]=[CH:18][C:17]=3[CH2:16][CH2:15]2)=[O:13])[CH:8]=[CH:9][CH:10]=1)([CH3:4])([CH3:3])[CH3:2].CC1C=CC(S(O)(=O)=O)=CC=1, predict the reaction product. The product is: [C:1]([C:5]1[CH:6]=[C:7]([NH:11][C:12]([CH:14]2[CH2:23][C:22]3[CH:21]=[C:20]([O:24][C:25]4[CH:30]=[CH:29][N:28]=[C:27]([NH:31][C:32](=[O:42])[O:33][CH2:34][C@@H:35]([OH:36])[CH2:39][OH:38])[CH:26]=4)[CH:19]=[CH:18][C:17]=3[CH2:16][CH2:15]2)=[O:13])[CH:8]=[CH:9][CH:10]=1)([CH3:4])([CH3:2])[CH3:3].